From a dataset of Reaction yield outcomes from USPTO patents with 853,638 reactions. Predict the reaction yield, written as a fraction of the theoretical maximum amount of product (1.0 means a 100% yield; for example, 0.34 means a 34% yield). (1) The reactants are [Br:1][C:2]1[CH:7]=[CH:6][C:5]([C:8]2(O)[CH2:13][CH2:12][NH:11][CH2:10][CH2:9]2)=[CH:4][CH:3]=1.[Cl-:15].[Al+3].[Cl-].[Cl-]. The catalyst is ClC1C=CC=CC=1. The product is [Br:1][C:2]1[CH:7]=[CH:6][C:5]([C:8]2([C:2]3[CH:7]=[CH:6][C:5]([Cl:15])=[CH:4][CH:3]=3)[CH2:13][CH2:12][NH:11][CH2:10][CH2:9]2)=[CH:4][CH:3]=1. The yield is 0.920. (2) The reactants are [Cl:1][C:2]1[N:3]=[C:4]([N:11]2[CH2:16][CH2:15][O:14][CH2:13][CH2:12]2)[C:5]2[S:10][CH:9]=[CH:8][C:6]=2[N:7]=1.[Li]CCCC.CCCCCC.CN([CH:31]=[O:32])C. The catalyst is C1COCC1. The product is [Cl:1][C:2]1[N:3]=[C:4]([N:11]2[CH2:16][CH2:15][O:14][CH2:13][CH2:12]2)[C:5]2[S:10][C:9]([CH:31]=[O:32])=[CH:8][C:6]=2[N:7]=1. The yield is 0.770.